This data is from Reaction yield outcomes from USPTO patents with 853,638 reactions. The task is: Predict the reaction yield, written as a fraction of the theoretical maximum amount of product (1.0 means a 100% yield; for example, 0.34 means a 34% yield). The reactants are Cl[C:2]1[C:11]2[C:6](=[CH:7][CH:8]=[CH:9][CH:10]=2)[CH:5]=[CH:4][N:3]=1.[NH2:12][C:13]1[C:22]2[C:17](=[CH:18][CH:19]=[CH:20][CH:21]=2)[CH:16]=[CH:15][N:14]=1.CC(C)([O-])C.[Na+].N#N. The catalyst is CCOCC.C1COCC1.C([O-])(=O)C.[Pd+2].C([O-])(=O)C.C1(P(C2C=CC=CC=2)C2C=CC=CC=2OC2C=CC=CC=2P(C2C=CC=CC=2)C2C=CC=CC=2)C=CC=CC=1.C1(C)C=CC=CC=1. The product is [C:2]1([NH:12][C:13]2[C:22]3[C:17](=[CH:18][CH:19]=[CH:20][CH:21]=3)[CH:16]=[CH:15][N:14]=2)[C:11]2[C:6](=[CH:7][CH:8]=[CH:9][CH:10]=2)[CH:5]=[CH:4][N:3]=1. The yield is 0.949.